The task is: Regression. Given a peptide amino acid sequence and an MHC pseudo amino acid sequence, predict their binding affinity value. This is MHC class II binding data.. This data is from Peptide-MHC class II binding affinity with 134,281 pairs from IEDB. (1) The binding affinity (normalized) is 0.139. The peptide sequence is APATAGTTVYGAFAA. The MHC is HLA-DPA10103-DPB10401 with pseudo-sequence HLA-DPA10103-DPB10401. (2) The binding affinity (normalized) is 0.260. The peptide sequence is VSCRVKLSALTLKGT. The MHC is DRB1_1302 with pseudo-sequence DRB1_1302. (3) The peptide sequence is GSHEVNGTWMIHTLE. The MHC is HLA-DQA10501-DQB10303 with pseudo-sequence HLA-DQA10501-DQB10303. The binding affinity (normalized) is 0.472. (4) The peptide sequence is AGAEPAGKATTEEQK. The MHC is HLA-DPA10103-DPB10401 with pseudo-sequence HLA-DPA10103-DPB10401. The binding affinity (normalized) is 0. (5) The peptide sequence is RVAYGKCDSAGRSRR. The MHC is DRB3_0202 with pseudo-sequence DRB3_0202. The binding affinity (normalized) is 0.434. (6) The MHC is DRB1_0101 with pseudo-sequence DRB1_0101. The binding affinity (normalized) is 0.195. The peptide sequence is EGRVEIDFDYCPGTTVTL. (7) The peptide sequence is VFNYETETTSVIPAA. The MHC is DRB1_1201 with pseudo-sequence DRB1_1201. The binding affinity (normalized) is 0.233. (8) The peptide sequence is EKKYFAADQFEPLAA. The MHC is HLA-DPA10301-DPB10402 with pseudo-sequence HLA-DPA10301-DPB10402. The binding affinity (normalized) is 0.843. (9) The peptide sequence is AAGTAAQAAVVRFQE. The MHC is HLA-DQA10401-DQB10402 with pseudo-sequence HLA-DQA10401-DQB10402. The binding affinity (normalized) is 0.407.